Dataset: Full USPTO retrosynthesis dataset with 1.9M reactions from patents (1976-2016). Task: Predict the reactants needed to synthesize the given product. Given the product [CH3:1][N:2]([C:4]([NH:6][C:7]([NH2:9])=[NH:8])=[NH:5])[CH3:3].[C:14]([O-:17])(=[O:16])[CH3:15], predict the reactants needed to synthesize it. The reactants are: [CH3:1][N:2]([C:4]([NH:6][C:7]([NH2:9])=[NH:8])=[NH:5])[CH3:3].C(O)(C)C.[C:14]([OH:17])(=[O:16])[CH3:15].